This data is from Forward reaction prediction with 1.9M reactions from USPTO patents (1976-2016). The task is: Predict the product of the given reaction. (1) Given the reactants [S:1]1[C:5]2[CH:6]=[CH:7][CH:8]=[CH:9][C:4]=2[N:3]=[C:2]1[C:10]([C:12]1[CH:17]=[CH:16][C:15]([OH:18])=[CH:14][CH:13]=1)=[O:11].[Cl:19][C:20]1[C:25](Cl)=[N:24][CH:23]=[CH:22][N:21]=1.CS(C)=O.C(=O)([O-])[O-].[Cs+].[Cs+], predict the reaction product. The product is: [S:1]1[C:5]2[CH:6]=[CH:7][CH:8]=[CH:9][C:4]=2[N:3]=[C:2]1[C:10]([C:12]1[CH:17]=[CH:16][C:15]([O:18][C:25]2[C:20]([Cl:19])=[N:21][CH:22]=[CH:23][N:24]=2)=[CH:14][CH:13]=1)=[O:11]. (2) The product is: [CH3:18][C:19]1[CH:31]=[C:30]([CH2:32][N:33]([CH2:34][CH2:35][CH3:36])[C:2]2[CH:7]=[N:6][CH:5]=[C:4]([C:8]3[CH:13]=[CH:12][C:11]([C:14]([F:17])([F:16])[F:15])=[CH:10][CH:9]=3)[N:3]=2)[CH:29]=[CH:28][C:20]=1[O:21][CH2:22][C:23]([O:25][CH2:26][CH3:27])=[O:24]. Given the reactants Cl[C:2]1[CH:7]=[N:6][CH:5]=[C:4]([C:8]2[CH:13]=[CH:12][C:11]([C:14]([F:17])([F:16])[F:15])=[CH:10][CH:9]=2)[N:3]=1.[CH3:18][C:19]1[CH:31]=[C:30]([CH2:32][NH:33][CH2:34][CH2:35][CH3:36])[CH:29]=[CH:28][C:20]=1[O:21][CH2:22][C:23]([O:25][CH2:26][CH3:27])=[O:24].C(N(CC1C=CC(OCC(OCC)=O)=C(C)C=1)C1C=NC=C(C2C=CC(Cl)=CC=2)N=1)CCC, predict the reaction product.